From a dataset of Full USPTO retrosynthesis dataset with 1.9M reactions from patents (1976-2016). Predict the reactants needed to synthesize the given product. (1) Given the product [CH3:14][O:15][C:16]([C:18]1[O:19][C:20]([C:23]2[CH:28]=[CH:27][C:26]([C:29]([C:32]3[CH:37]=[CH:36][C:35]([O:38][Si:1]([C:4]([CH3:7])([CH3:6])[CH3:5])([CH3:3])[CH3:2])=[C:34]([CH3:39])[CH:33]=3)([CH2:30][CH3:31])[CH2:40][CH3:41])=[CH:25][C:24]=2[CH3:42])=[CH:21][CH:22]=1)=[O:17], predict the reactants needed to synthesize it. The reactants are: [Si:1](Cl)([C:4]([CH3:7])([CH3:6])[CH3:5])([CH3:3])[CH3:2].N1C=CN=C1.[CH3:14][O:15][C:16]([C:18]1[O:19][C:20]([C:23]2[CH:28]=[CH:27][C:26]([C:29]([CH2:40][CH3:41])([C:32]3[CH:37]=[CH:36][C:35]([OH:38])=[C:34]([CH3:39])[CH:33]=3)[CH2:30][CH3:31])=[CH:25][C:24]=2[CH3:42])=[CH:21][CH:22]=1)=[O:17].C(OCC)C. (2) The reactants are: Cl.N1C=CC=CC=1.[Cl:8][C:9]1[N:10]=[C:11]([C:14](=O)[CH2:15][CH2:16][CH2:17][N:18]2[C:26]([C:27]3[CH:31]=[CH:30][N:29]([CH3:32])[N:28]=3)=[C:25]3[C:20]([N:21]([CH3:36])[C:22](=[O:35])[N:23]([CH3:34])[C:24]3=[O:33])=[CH:19]2)[S:12][CH:13]=1. Given the product [Cl:8][C:9]1[N:10]=[C:11]([C:14]2[C:19]3[N:18]([C:26]([C:27]4[CH:31]=[CH:30][N:29]([CH3:32])[N:28]=4)=[C:25]4[C:24](=[O:33])[N:23]([CH3:34])[C:22](=[O:35])[N:21]([CH3:36])[C:20]4=3)[CH2:17][CH2:16][CH:15]=2)[S:12][CH:13]=1, predict the reactants needed to synthesize it. (3) Given the product [ClH:1].[N:2]12[CH2:9][CH2:8][CH:5]([CH2:6][CH2:7]1)[C@@H:4]([NH:10][C:11]([C:13]1[S:14][C:15]3[C:21]([C:22]4[CH:30]=[CH:29][CH:28]=[C:24]([C:25]([NH:36][CH2:35][CH2:34][CH2:33][O:32][CH3:31])=[O:27])[CH:23]=4)=[CH:20][CH:19]=[CH:18][C:16]=3[CH:17]=1)=[O:12])[CH2:3]2, predict the reactants needed to synthesize it. The reactants are: [ClH:1].[N:2]12[CH2:9][CH2:8][CH:5]([CH2:6][CH2:7]1)[C@@H:4]([NH:10][C:11]([C:13]1[S:14][C:15]3[C:21]([C:22]4[CH:23]=[C:24]([CH:28]=[CH:29][CH:30]=4)[C:25]([OH:27])=O)=[CH:20][CH:19]=[CH:18][C:16]=3[CH:17]=1)=[O:12])[CH2:3]2.[CH3:31][O:32][CH2:33][CH2:34][CH2:35][NH2:36]. (4) Given the product [CH2:28]([OH:43])[C@H:29]1[O:30][C@H:9]([O:8][C@H:6]2[O:7][C@H:2]([CH2:1][OH:23])[C@@H:3]([OH:22])[C@H:4]([OH:21])[C@H:5]2[OH:20])[C@H:14]([OH:15])[C@@H:13]([OH:16])[C@@H:12]1[OH:17], predict the reactants needed to synthesize it. The reactants are: [CH2:1]([OH:23])[C@H:2]1[O:7][C@H:6]([O:8][C@H:9]2[C@H:14]([OH:15])[C@@H:13]([OH:16])[C@H:12]([OH:17])O[C@@H]2CO)[C@H:5]([OH:20])[C@@H:4]([OH:21])[C@@H:3]1[OH:22].C(O)[C@H]1[O:30][C@H:29]([O:30][C@H:29]2[C@H:29]([OH:30])[C@@H:28]([OH:43])[C@@H](O)[O:43][C@@H:28]2CO)[C@H:28]([OH:43])[C@@H:29]([OH:30])[C@@H:28]1[OH:43]. (5) Given the product [NH2:9][C:3]1[N:4]=[CH:5][N:6]=[C:7]([O:17][C:13]2[CH:12]=[C:11]([N:10]3[CH2:38][CH:39]=[CH:40][C:36]3=[O:35])[CH:16]=[CH:15][CH:14]=2)[C:2]=1[C:22]1[CH:23]=[CH:24][C:19]([O:18][C:25]2[CH:30]=[CH:29][CH:28]=[CH:27][CH:26]=2)=[CH:20][CH:21]=1, predict the reactants needed to synthesize it. The reactants are: Cl[C:2]1[C:3]([NH2:9])=[N:4][CH:5]=[N:6][C:7]=1Cl.[NH2:10][C:11]1[CH:12]=[C:13]([OH:17])[CH:14]=[CH:15][CH:16]=1.[O:18]([C:25]1[CH:30]=[CH:29][C:28](B(O)O)=[CH:27][CH:26]=1)[C:19]1[CH:24]=[CH:23][CH:22]=[CH:21][CH:20]=1.C[O:35][CH:36]1[CH:40]=[CH:39][CH:38](OC)O1. (6) Given the product [CH:1]([C:4]1[NH:5][C:6]([C:9]2[CH:14]=[C:13]([O:15][C:16]3[CH:21]=[CH:20][C:19]([NH2:22])=[N:18][CH:17]=3)[CH:12]=[CH:11][N:10]=2)=[CH:7][N:8]=1)([CH3:3])[CH3:2], predict the reactants needed to synthesize it. The reactants are: [CH:1]([C:4]1[NH:5][C:6]([C:9]2[CH:14]=[C:13]([O:15][C:16]3[CH:17]=[N:18][C:19]([N+:22]([O-])=O)=[CH:20][CH:21]=3)[CH:12]=[CH:11][N:10]=2)=[CH:7][N:8]=1)([CH3:3])[CH3:2]. (7) Given the product [F:10][C:11]1([F:17])[CH2:16][CH2:15][N:14]([CH2:6][C:5]2[CH:8]=[CH:9][C:2]([Br:1])=[CH:3][CH:4]=2)[CH2:13][CH2:12]1, predict the reactants needed to synthesize it. The reactants are: [Br:1][C:2]1[CH:9]=[CH:8][C:5]([CH2:6]Br)=[CH:4][CH:3]=1.[F:10][C:11]1([F:17])[CH2:16][CH2:15][NH:14][CH2:13][CH2:12]1. (8) Given the product [CH3:1][Si:2]([CH3:17])([C:11]1[CH:16]=[CH:15][CH:14]=[CH:13][CH:12]=1)[C:3]1[CH:10]=[CH:9][CH:8]=[CH:7][C:4]=1[CH2:5][NH:21][CH:18]1[CH2:20][CH2:19]1, predict the reactants needed to synthesize it. The reactants are: [CH3:1][Si:2]([CH3:17])([C:11]1[CH:16]=[CH:15][CH:14]=[CH:13][CH:12]=1)[C:3]1[CH:10]=[CH:9][CH:8]=[CH:7][C:4]=1[CH:5]=O.[CH:18]1([NH2:21])[CH2:20][CH2:19]1.C(O)(=O)C.C([BH3-])#N.[Na+]. (9) Given the product [N+:43](=[C:2]([C:1]([O:14][CH2:15][C:16]1[CH:17]=[CH:18][CH:19]=[CH:20][CH:21]=1)=[O:13])[C:3]([O:5][CH2:6][C:7]1[CH:12]=[CH:11][CH:10]=[CH:9][CH:8]=1)=[O:4])=[N-:44], predict the reactants needed to synthesize it. The reactants are: [C:1]([O:14][CH2:15][C:16]1[CH:21]=[CH:20][CH:19]=[CH:18][CH:17]=1)(=[O:13])[CH2:2][C:3]([O:5][CH2:6][C:7]1[CH:12]=[CH:11][CH:10]=[CH:9][CH:8]=1)=[O:4].C(C1C=CC(S([N:43]=[N+:44]=[N-])(=O)=O)=CC=1)CCCCCCCCCCC.C(N(CC)CC)C.CCOCC. (10) Given the product [CH2:54]([O:53][C:51](=[O:52])[CH2:50][N:48]1[CH2:49][C:44]2[CH:43]=[C:42](/[CH:3]=[CH:2]/[C:1]([O:5][C:6]([CH3:9])([CH3:8])[CH3:7])=[O:4])[CH:58]=[N:57][C:45]=2[NH:46][C:47]1=[O:56])[CH3:55], predict the reactants needed to synthesize it. The reactants are: [C:1]([O:5][C:6]([CH3:9])([CH3:8])[CH3:7])(=[O:4])[CH:2]=[CH2:3].C(N(C(C)C)CC)(C)C.CC1C=CC=CC=1P(C1C=CC=CC=1C)C1C=CC=CC=1C.Br[C:42]1[CH:58]=[N:57][C:45]2[NH:46][C:47](=[O:56])[N:48]([CH2:50][C:51]([O:53][CH2:54][CH3:55])=[O:52])[CH2:49][C:44]=2[CH:43]=1.